From a dataset of Full USPTO retrosynthesis dataset with 1.9M reactions from patents (1976-2016). Predict the reactants needed to synthesize the given product. The reactants are: [F:1][C:2]1[CH:24]=[CH:23][CH:22]=[C:21]([F:25])[C:3]=1[CH2:4][O:5][C:6]1[C:7]2[N:8]([C:12]([C:16]([O:18]CC)=[O:17])=[C:13]([CH3:15])[N:14]=2)[CH:9]=[CH:10][CH:11]=1.[OH-].[Na+].Cl. Given the product [F:1][C:2]1[CH:24]=[CH:23][CH:22]=[C:21]([F:25])[C:3]=1[CH2:4][O:5][C:6]1[C:7]2[N:8]([C:12]([C:16]([OH:18])=[O:17])=[C:13]([CH3:15])[N:14]=2)[CH:9]=[CH:10][CH:11]=1, predict the reactants needed to synthesize it.